From a dataset of Reaction yield outcomes from USPTO patents with 853,638 reactions. Predict the reaction yield, written as a fraction of the theoretical maximum amount of product (1.0 means a 100% yield; for example, 0.34 means a 34% yield). (1) The reactants are [CH3:1][CH:2]([S:4][C:5]1[CH:10]=[CH:9][C:8](B(O)O)=[CH:7][CH:6]=1)[CH3:3].Br[C:15]1[CH:20]=[CH:19][C:18]([O:21][CH2:22][CH:23]2[CH2:28][CH2:27][N:26]([C:29]([O:31][CH:32]([CH3:34])[CH3:33])=[O:30])[CH2:25][CH2:24]2)=[CH:17][CH:16]=1. No catalyst specified. The product is [CH3:1][CH:2]([S:4][C:5]1[CH:10]=[CH:9][C:8]([C:15]2[CH:16]=[CH:17][C:18]([O:21][CH2:22][CH:23]3[CH2:24][CH2:25][N:26]([C:29]([O:31][CH:32]([CH3:34])[CH3:33])=[O:30])[CH2:27][CH2:28]3)=[CH:19][CH:20]=2)=[CH:7][CH:6]=1)[CH3:3]. The yield is 0.170. (2) The catalyst is CN(C=O)C. The reactants are [OH:1][C:2]1[CH:3]=[C:4]([CH:7]=[CH:8][C:9]=1[O:10][CH3:11])[CH:5]=[O:6].C(=O)([O-])[O-].[K+].[K+].Br[CH2:19][CH2:20][F:21].[Cl-].[Na+]. The product is [F:21][CH2:20][CH2:19][O:1][C:2]1[CH:3]=[C:4]([CH:7]=[CH:8][C:9]=1[O:10][CH3:11])[CH:5]=[O:6]. The yield is 0.970. (3) The reactants are [NH2:1][CH2:2][CH2:3][NH:4][C:5](=[O:24])[C:6]1[CH:11]=[CH:10][CH:9]=[C:8]([NH:12][C:13]2[C:22]3[C:17](=[CH:18][CH:19]=[CH:20][CH:21]=3)[N:16]=[C:15]([CH3:23])[CH:14]=2)[CH:7]=1.[CH:25]1[CH:30]=[CH:29][C:28]([CH:31]=O)=[CH:27][CH:26]=1.[BH4-].[Na+].[OH-].[Na+]. The catalyst is CCO.[Cl-].[Na+].O. The product is [CH2:31]([NH:1][CH2:2][CH2:3][NH:4][C:5](=[O:24])[C:6]1[CH:11]=[CH:10][CH:9]=[C:8]([NH:12][C:13]2[C:22]3[C:17](=[CH:18][CH:19]=[CH:20][CH:21]=3)[N:16]=[C:15]([CH3:23])[CH:14]=2)[CH:7]=1)[C:28]1[CH:29]=[CH:30][CH:25]=[CH:26][CH:27]=1. The yield is 0.620. (4) The reactants are [CH3:1][O:2][C:3]1[CH:8]=[CH:7][C:6]([N:9]2[C:13]3([CH2:18][CH2:17][NH:16][CH2:15][CH2:14]3)[C:12](=[O:19])[NH:11][CH2:10]2)=[CH:5][CH:4]=1.C(N(C(C)C)CCN)(C)C.[C:30](O[C:30]([O:32][C:33]([CH3:36])([CH3:35])[CH3:34])=[O:31])([O:32][C:33]([CH3:36])([CH3:35])[CH3:34])=[O:31]. The catalyst is ClCCl. The product is [CH3:1][O:2][C:3]1[CH:8]=[CH:7][C:6]([N:9]2[C:13]3([CH2:18][CH2:17][N:16]([C:30]([O:32][C:33]([CH3:36])([CH3:35])[CH3:34])=[O:31])[CH2:15][CH2:14]3)[C:12](=[O:19])[NH:11][CH2:10]2)=[CH:5][CH:4]=1. The yield is 0.990. (5) The reactants are [Cl:1][C:2]1[CH:3]=[C:4]2[C:9](=[CH:10][CH:11]=1)[N:8]=[C:7]([NH:12][C:13](=[O:17])OCC)[C:6]([O:18][CH3:19])=[N:5]2.[CH3:20][C:21]1[CH:22]=[C:23]([N:28]2[CH2:33][CH2:32][NH:31][CH2:30][CH2:29]2)[CH:24]=[C:25]([CH3:27])[CH:26]=1. No catalyst specified. The product is [Cl:1][C:2]1[CH:3]=[C:4]2[C:9](=[CH:10][CH:11]=1)[N:8]=[C:7]([NH:12][C:13]([N:31]1[CH2:32][CH2:33][N:28]([C:23]3[CH:24]=[C:25]([CH3:27])[CH:26]=[C:21]([CH3:20])[CH:22]=3)[CH2:29][CH2:30]1)=[O:17])[C:6]([O:18][CH3:19])=[N:5]2. The yield is 0.850.